This data is from M1 muscarinic receptor agonist screen with 61,833 compounds. The task is: Binary Classification. Given a drug SMILES string, predict its activity (active/inactive) in a high-throughput screening assay against a specified biological target. (1) The compound is o1c(c2n(nnn2)Cc2ccccc2)ccc1. The result is 0 (inactive). (2) The molecule is O1CCN(CC1)CC(=O)Nc1c2c(nc(N(C)C)c1)cccc2. The result is 0 (inactive). (3) The drug is O1CCN(CC1)CCNC(=O)c1ccc(cc1)c1ccccc1. The result is 0 (inactive). (4) The drug is Fc1ccc(c2nn3c(N4CC(CCC4)C(OCC)=O)cc(nc3c2)C)cc1. The result is 1 (active). (5) The molecule is O(C(=O)N1CCN(CC1)C(=O)COc1c(OC)cccc1)CC. The result is 0 (inactive). (6) The compound is S(=O)(=O)(N1CCN(CC1)C(=O)c1c2c(sc1)cccc2)C. The result is 0 (inactive). (7) The compound is o1nc(c2c1CC(C\C2=N\O)c1ccccc1)CC. The result is 0 (inactive). (8) The molecule is O1c2c(C(c3c(OC)cc(OC)c(OC)c3)C(=C1N)C#N)c(=O)n(CCCN(CC)CC)c(c2)C. The result is 0 (inactive). (9) The compound is S(CC(=O)c1ccc(F)cc1)c1oc(nn1)c1c(occ1)C. The result is 0 (inactive).